This data is from Full USPTO retrosynthesis dataset with 1.9M reactions from patents (1976-2016). The task is: Predict the reactants needed to synthesize the given product. (1) Given the product [CH3:19][C:10]1[C:9]([N:8]2[C:3]3[CH:4]=[CH:5][CH:6]=[CH:7][C:2]=3[N:1]=[C:22]2[C:21]([F:26])([F:25])[F:20])=[CH:18][CH:17]=[CH:16][C:11]=1[C:12]([O:14][CH3:15])=[O:13], predict the reactants needed to synthesize it. The reactants are: [NH2:1][C:2]1[CH:7]=[CH:6][CH:5]=[CH:4][C:3]=1[NH:8][C:9]1[C:10]([CH3:19])=[C:11]([CH:16]=[CH:17][CH:18]=1)[C:12]([O:14][CH3:15])=[O:13].[F:20][C:21]([F:26])([F:25])[C:22](O)=O. (2) The reactants are: [F:1][C:2]1[CH:7]=[CH:6][C:5]([N:8]([CH3:22])[CH:9]2[CH2:14][CH2:13][N:12](C(OC(C)(C)C)=O)[CH2:11][CH2:10]2)=[CH:4][CH:3]=1.Cl.O1CCOCC1. Given the product [F:1][C:2]1[CH:7]=[CH:6][C:5]([N:8]([CH3:22])[CH:9]2[CH2:14][CH2:13][NH:12][CH2:11][CH2:10]2)=[CH:4][CH:3]=1, predict the reactants needed to synthesize it. (3) Given the product [NH2:8][CH2:7][CH:3]1[CH2:4][CH2:5][CH2:6][CH:1]([CH2:9][NH2:10])[CH2:2]1, predict the reactants needed to synthesize it. The reactants are: [C:1]1([CH2:9][NH2:10])[CH:6]=[CH:5][CH:4]=[C:3]([CH2:7][NH2:8])[CH:2]=1. (4) Given the product [C:1]([O:4][CH2:5][CH2:6][C:7]1[C:8]([NH:14][C:15]2[CH:19]=[C:18]([CH:20]3[CH2:22][CH2:21]3)[NH:17][N:16]=2)=[N:9][C:10]([C:33]2[S:32][C:31]([S:28](=[O:30])(=[O:29])[NH:27][C:23]([CH3:24])([CH3:25])[CH3:26])=[CH:35][CH:34]=2)=[N:11][CH:12]=1)(=[O:3])[CH3:2], predict the reactants needed to synthesize it. The reactants are: [C:1]([O:4][CH2:5][CH2:6][C:7]1[C:8]([NH:14][C:15]2[CH:19]=[C:18]([CH:20]3[CH2:22][CH2:21]3)[NH:17][N:16]=2)=[N:9][C:10](Br)=[N:11][CH:12]=1)(=[O:3])[CH3:2].[C:23]([NH:27][S:28]([C:31]1[S:32][C:33](B2OC(C)(C)C(C)(C)O2)=[CH:34][CH:35]=1)(=[O:30])=[O:29])([CH3:26])([CH3:25])[CH3:24].C([O-])([O-])=O.[K+].[K+].O1CCOCC1. (5) Given the product [NH2:15][C:16]1[C:21]([Cl:22])=[C:20]([C:23]([O:25][CH3:26])=[O:24])[N:19]=[C:18]([C:5]2[CH:6]=[CH:7][C:2]([Cl:1])=[C:3]([N:12]([CH3:14])[CH3:13])[C:4]=2[F:11])[N:17]=1, predict the reactants needed to synthesize it. The reactants are: [Cl:1][C:2]1[CH:7]=[CH:6][C:5](B(O)O)=[C:4]([F:11])[C:3]=1[N:12]([CH3:14])[CH3:13].[NH2:15][C:16]1[C:21]([Cl:22])=[C:20]([C:23]([O:25][CH3:26])=[O:24])[N:19]=[C:18](Cl)[N:17]=1.[F-].[Cs+].ClCCl. (6) Given the product [C:13]([O:12][C:10]([N:9]([CH2:17][C:18]([O:20][C:21]([CH3:24])([CH3:23])[CH3:22])=[O:19])[C:7]1[CH:6]=[CH:5][CH:4]=[C:3]([CH2:2][NH:1][S:31]([C:27]2[CH:26]=[N:25][CH:30]=[CH:29][CH:28]=2)(=[O:33])=[O:32])[N:8]=1)=[O:11])([CH3:16])([CH3:15])[CH3:14], predict the reactants needed to synthesize it. The reactants are: [NH2:1][CH2:2][C:3]1[N:8]=[C:7]([N:9]([CH2:17][C:18]([O:20][C:21]([CH3:24])([CH3:23])[CH3:22])=[O:19])[C:10]([O:12][C:13]([CH3:16])([CH3:15])[CH3:14])=[O:11])[CH:6]=[CH:5][CH:4]=1.[N:25]1[CH:30]=[CH:29][CH:28]=[C:27]([S:31](Cl)(=[O:33])=[O:32])[CH:26]=1. (7) Given the product [CH3:24][S:25]([C:28]1[CH:29]=[C:30]([CH:33]=[CH:34][CH:35]=1)[CH2:31][NH:32][C:13]([C:12]1[N:8]([C:3]2[CH:4]=[CH:5][CH:6]=[CH:7][C:2]=2[Cl:1])[N:9]=[C:10]([C:16]([F:19])([F:18])[F:17])[CH:11]=1)=[O:14])(=[O:26])=[O:27], predict the reactants needed to synthesize it. The reactants are: [Cl:1][C:2]1[CH:7]=[CH:6][CH:5]=[CH:4][C:3]=1[N:8]1[C:12]([C:13](Cl)=[O:14])=[CH:11][C:10]([C:16]([F:19])([F:18])[F:17])=[N:9]1.C(Cl)(Cl)Cl.[CH3:24][S:25]([C:28]1[CH:29]=[C:30]([CH:33]=[CH:34][CH:35]=1)[CH2:31][NH2:32])(=[O:27])=[O:26]. (8) Given the product [CH2:1]([N:5]1[C:14]2[C:13]3[CH2:15][CH2:16][CH2:17][N:18]([S:30]([CH3:29])(=[O:32])=[O:31])[C:12]=3[CH:11]=[CH:10][C:9]=2[NH:8][C:7](=[O:19])[C:6]1=[O:20])[CH2:2][CH2:3][CH3:4], predict the reactants needed to synthesize it. The reactants are: [CH2:1]([N:5]1[C:14]2[C:13]3[CH2:15][CH2:16][CH2:17][NH:18][C:12]=3[CH:11]=[CH:10][C:9]=2[NH:8][C:7](=[O:19])[C:6]1=[O:20])[CH2:2][CH2:3][CH3:4].CN(C)C=O.ClCCl.[CH3:29][S:30](Cl)(=[O:32])=[O:31].